This data is from Full USPTO retrosynthesis dataset with 1.9M reactions from patents (1976-2016). The task is: Predict the reactants needed to synthesize the given product. (1) Given the product [CH2:1]([O:3][C:4]([C:5]1([C:10]2[CH:15]=[CH:14][N:13]=[C:12]([Br:16])[CH:11]=2)[CH2:8][O:9][C:18]([CH3:24])([CH3:19])[O:7][CH2:6]1)=[O:17])[CH3:2], predict the reactants needed to synthesize it. The reactants are: [CH2:1]([O:3][C:4](=[O:17])[C:5]([C:10]1[CH:15]=[CH:14][N:13]=[C:12]([Br:16])[CH:11]=1)([CH2:8][OH:9])[CH2:6][OH:7])[CH3:2].[C@@:18]12(CS(O)(=O)=O)C(C)(C)C(C[CH2:24]1)C[C:19]2=O. (2) Given the product [CH2:37]([N:44]1[C:49]([CH3:50])=[CH:48][C:47]([O:51][CH2:52][C:53]2[CH:79]=[CH:78][CH:77]=[CH:76][C:54]=2[CH2:55][NH:56][C:57]([NH:59][C:60]2[N:64]([C:65]3[CH:66]=[CH:67][CH:68]=[CH:69][CH:70]=3)[N:63]=[C:62]([C:72]([CH3:74])([CH3:75])[CH3:73])[CH:61]=2)=[O:58])=[C:46]([Br:80])[C:45]1=[O:81])[C:38]1[CH:43]=[CH:42][CH:41]=[CH:40][CH:39]=1, predict the reactants needed to synthesize it. The reactants are: C(N(CC)CC)C.C(C1C=C(NC(=O)OC2C=CC([N+]([O-])=O)=CC=2)N(C2C=CC(C)=CC=2)N=1)(C)(C)C.[CH2:37]([N:44]1[C:49]([CH3:50])=[CH:48][C:47]([O:51][CH2:52][C:53]2[CH:79]=[CH:78][CH:77]=[CH:76][C:54]=2[CH2:55][NH:56][C:57]([NH:59][C:60]2[N:64]([C:65]3[CH:70]=[CH:69][CH:68]=[C:67](F)[CH:66]=3)[N:63]=[C:62]([C:72]([CH3:75])([CH3:74])[CH3:73])[CH:61]=2)=[O:58])=[C:46]([Br:80])[C:45]1=[O:81])[C:38]1[CH:43]=[CH:42][CH:41]=[CH:40][CH:39]=1.